From a dataset of NCI-60 drug combinations with 297,098 pairs across 59 cell lines. Regression. Given two drug SMILES strings and cell line genomic features, predict the synergy score measuring deviation from expected non-interaction effect. (1) Drug 1: CC1=C2C(C(=O)C3(C(CC4C(C3C(C(C2(C)C)(CC1OC(=O)C(C(C5=CC=CC=C5)NC(=O)OC(C)(C)C)O)O)OC(=O)C6=CC=CC=C6)(CO4)OC(=O)C)OC)C)OC. Drug 2: C1=CC(=CC=C1CCC2=CNC3=C2C(=O)NC(=N3)N)C(=O)NC(CCC(=O)O)C(=O)O. Cell line: NCI/ADR-RES. Synergy scores: CSS=20.5, Synergy_ZIP=-0.540, Synergy_Bliss=0.892, Synergy_Loewe=2.71, Synergy_HSA=3.09. (2) Drug 1: CC1=C(C(CCC1)(C)C)C=CC(=CC=CC(=CC(=O)O)C)C. Drug 2: CC1CCC2CC(C(=CC=CC=CC(CC(C(=O)C(C(C(=CC(C(=O)CC(OC(=O)C3CCCCN3C(=O)C(=O)C1(O2)O)C(C)CC4CCC(C(C4)OC)O)C)C)O)OC)C)C)C)OC. Cell line: SN12C. Synergy scores: CSS=18.0, Synergy_ZIP=-2.89, Synergy_Bliss=8.03, Synergy_Loewe=-3.63, Synergy_HSA=4.43. (3) Drug 1: CN(C)N=NC1=C(NC=N1)C(=O)N. Drug 2: C1=CC(=CC=C1CCCC(=O)O)N(CCCl)CCCl. Cell line: SW-620. Synergy scores: CSS=11.5, Synergy_ZIP=-1.78, Synergy_Bliss=-1.76, Synergy_Loewe=-19.1, Synergy_HSA=-6.00. (4) Drug 1: CNC(=O)C1=CC=CC=C1SC2=CC3=C(C=C2)C(=NN3)C=CC4=CC=CC=N4. Drug 2: CN(C(=O)NC(C=O)C(C(C(CO)O)O)O)N=O. Cell line: SW-620. Synergy scores: CSS=10.1, Synergy_ZIP=-3.23, Synergy_Bliss=-5.11, Synergy_Loewe=-6.24, Synergy_HSA=-5.74. (5) Synergy scores: CSS=-0.226, Synergy_ZIP=-0.390, Synergy_Bliss=-0.959, Synergy_Loewe=-2.44, Synergy_HSA=-2.18. Drug 2: COC1=NC(=NC2=C1N=CN2C3C(C(C(O3)CO)O)O)N. Drug 1: C1=NC2=C(N=C(N=C2N1C3C(C(C(O3)CO)O)O)F)N. Cell line: RXF 393.